From a dataset of Reaction yield outcomes from USPTO patents with 853,638 reactions. Predict the reaction yield, written as a fraction of the theoretical maximum amount of product (1.0 means a 100% yield; for example, 0.34 means a 34% yield). (1) The reactants are ClC(Cl)C.CN([CH:8]=[O:9])C.P(Cl)(Cl)(Cl)=O.[CH:15]1[C:16]([C:24]([O:26][CH3:27])=[O:25])=[CH:17][N:18]2[C:23]=1[CH2:22][CH2:21][CH2:20][CH2:19]2. The catalyst is C(#N)C. The product is [CH:8]([C:17]1[N:18]2[C:23]([CH2:22][CH2:21][CH2:20][CH2:19]2)=[CH:15][C:16]=1[C:24]([O:26][CH3:27])=[O:25])=[O:9]. The yield is 0.580. (2) The reactants are [Cl:1][C:2]1[CH:7]=[CH:6][C:5]([C:8]2([C:12]([N:14]3[CH2:19][CH2:18][CH2:17][CH:16]([CH2:20]OS(C)(=O)=O)[CH2:15]3)=[O:13])[CH2:11][CH2:10][CH2:9]2)=[CH:4][CH:3]=1.[OH:26][C:27]1[CH:32]=[CH:31][CH:30]=[CH:29][C:28]=1[N:33]1[CH2:38][CH2:37][NH:36][CH2:35][CH2:34]1.C(=O)([O-])[O-].[Cs+].[Cs+]. No catalyst specified. The product is [Cl:1][C:2]1[CH:3]=[CH:4][C:5]([C:8]2([C:12]([N:14]3[CH2:19][CH2:18][CH2:17][CH:16]([CH2:20][N:36]4[CH2:35][CH2:34][N:33]([C:28]5[CH:29]=[CH:30][CH:31]=[CH:32][C:27]=5[OH:26])[CH2:38][CH2:37]4)[CH2:15]3)=[O:13])[CH2:11][CH2:10][CH2:9]2)=[CH:6][CH:7]=1. The yield is 0.320. (3) The reactants are Cl[C:2](=[O:7])[C:3]([O:5][CH3:6])=[O:4].[NH2:8][C:9]1[CH:26]=[CH:25][C:12]([O:13][C@@H:14]2[CH2:19][CH2:18][C@H:17]([C:20]([O:22][CH2:23][CH3:24])=[O:21])[CH2:16][CH2:15]2)=[CH:11][CH:10]=1.C(N(C(C)C)CC)(C)C.O. The catalyst is C(Cl)Cl. The product is [CH3:6][O:5][C:3](=[O:4])[C:2]([NH:8][C:9]1[CH:10]=[CH:11][C:12]([O:13][C@@H:14]2[CH2:19][CH2:18][C@H:17]([C:20]([O:22][CH2:23][CH3:24])=[O:21])[CH2:16][CH2:15]2)=[CH:25][CH:26]=1)=[O:7]. The yield is 1.00. (4) The reactants are [NH2:1][C:2]1[O:6][N:5]=[C:4]([CH3:7])[C:3]=1[Br:8].[Cl:9][C:10]1[CH:15]=[CH:14][C:13]([S:16](Cl)(=[O:18])=[O:17])=[CH:12][CH:11]=1. No catalyst specified. The product is [Cl:9][C:10]1[CH:15]=[CH:14][C:13]([S:16]([NH:1][C:2]2[O:6][N:5]=[C:4]([CH3:7])[C:3]=2[Br:8])(=[O:18])=[O:17])=[CH:12][CH:11]=1. The yield is 0.930. (5) The reactants are [Br:1][C:2]1[CH:3]=[C:4]([CH:8]=[C:9]([Br:23])[C:10]=1[O:11][C:12]1[CH:17]=[CH:16][C:15]([O:18]C)=[C:14]([CH:20]([CH3:22])[CH3:21])[CH:13]=1)[C:5]([OH:7])=O.[N+:24]([C:27]1[CH:28]=[C:29]([S:33]([NH2:36])(=[O:35])=[O:34])[CH:30]=[CH:31][CH:32]=1)([O-:26])=[O:25]. No catalyst specified. The product is [Br:23][C:9]1[CH:8]=[C:4]([CH:3]=[C:2]([Br:1])[C:10]=1[O:11][C:12]1[CH:17]=[CH:16][C:15]([OH:18])=[C:14]([CH:20]([CH3:22])[CH3:21])[CH:13]=1)[C:5]([C:28]1[C:27]([N+:24]([O-:26])=[O:25])=[CH:32][CH:31]=[CH:30][C:29]=1[S:33]([NH2:36])(=[O:34])=[O:35])=[O:7]. The yield is 0.330.